From a dataset of Forward reaction prediction with 1.9M reactions from USPTO patents (1976-2016). Predict the product of the given reaction. (1) Given the reactants [CH:1]1([CH2:4][O:5][C:6]2[CH:11]=[C:10]([F:12])[C:9]([O:13][CH3:14])=[CH:8][C:7]=2[C:15]2[CH:20]=[CH:19][N:18]=[C:17]3[C:21]([C:33](O)=[O:34])=[C:22]([CH3:32])[N:23]([CH2:24][O:25][CH2:26][CH2:27][Si:28]([CH3:31])([CH3:30])[CH3:29])[C:16]=23)[CH2:3][CH2:2]1.[NH2:36][C@H:37]1[C@H:41]([OH:42])[CH2:40][N:39]([C:43]([O:45][C:46]([CH3:49])([CH3:48])[CH3:47])=[O:44])[CH2:38]1, predict the reaction product. The product is: [CH:1]1([CH2:4][O:5][C:6]2[CH:11]=[C:10]([F:12])[C:9]([O:13][CH3:14])=[CH:8][C:7]=2[C:15]2[CH:20]=[CH:19][N:18]=[C:17]3[C:21]([C:33]([NH:36][C@H:37]4[C@H:41]([OH:42])[CH2:40][N:39]([C:43]([O:45][C:46]([CH3:49])([CH3:48])[CH3:47])=[O:44])[CH2:38]4)=[O:34])=[C:22]([CH3:32])[N:23]([CH2:24][O:25][CH2:26][CH2:27][Si:28]([CH3:29])([CH3:30])[CH3:31])[C:16]=23)[CH2:2][CH2:3]1. (2) Given the reactants C([C@@H]1COC(=O)[N:9]1[C:14]([C@@H:16]([S:28][C:29]1[CH:39]=[CH:38][C:32]([C:33]([O:35][CH2:36][CH3:37])=[O:34])=[CH:31][C:30]=1[N+]([O-])=O)[CH2:17][CH2:18][CH2:19][C:20]1[CH:25]=[CH:24][C:23]([O:26][CH3:27])=[CH:22][CH:21]=1)=[O:15])C1C=CC=CC=1.C(O)C, predict the reaction product. The product is: [CH3:27][O:26][C:23]1[CH:22]=[CH:21][C:20]([CH2:19][CH2:18][CH2:17][C@H:16]2[C:14](=[O:15])[NH:9][C:30]3[CH:31]=[C:32]([C:33]([O:35][CH2:36][CH3:37])=[O:34])[CH:38]=[CH:39][C:29]=3[S:28]2)=[CH:25][CH:24]=1. (3) The product is: [Cl:21][C:22]1[C:23]([CH3:31])=[C:24]([CH:28]=[CH:29][CH:30]=1)[C:25]([NH:2][CH2:3][C:4]1[N:5]=[CH:6][C:7]([C:11]([NH:13][CH2:14][C:15]2[S:19][C:18]([CH3:20])=[N:17][CH:16]=2)=[O:12])=[N:8][C:9]=1[CH3:10])=[O:26]. Given the reactants Cl.[NH2:2][CH2:3][C:4]1[N:5]=[CH:6][C:7]([C:11]([NH:13][CH2:14][C:15]2[S:19][C:18]([CH3:20])=[N:17][CH:16]=2)=[O:12])=[N:8][C:9]=1[CH3:10].[Cl:21][C:22]1[C:23]([CH3:31])=[C:24]([CH:28]=[CH:29][CH:30]=1)[C:25](O)=[O:26].C(N(CC)CC)C, predict the reaction product. (4) Given the reactants [CH3:1][C@:2]12[C@H:17]([C:18]([O:20][CH3:21])=[O:19])[CH2:16][C@H:15]([OH:22])[C:13](=[O:14])[C@@H:12]1[C@:11]1([CH3:23])[C@H:5]([C:6]([O:8][C@@H:9]([C:24]3[CH:25]=[CH:26][O:27][CH:28]=3)[CH2:10]1)=[O:7])[CH2:4][CH2:3]2.[Na+].[I-].C(N(C(C)C)CC)(C)C.Cl[CH2:41][O:42][CH2:43][CH3:44], predict the reaction product. The product is: [CH3:44][CH2:43][O:42][CH2:41][O:7][CH2:6][O:8][CH2:9][CH3:24].[CH3:1][C@:2]12[C@H:17]([C:18]([O:20][CH3:21])=[O:19])[CH2:16][C@H:15]([OH:22])[C:13](=[O:14])[C@@H:12]1[C@:11]1([CH3:23])[C@H:5]([C:6]([O:8][C@@H:9]([C:24]3[CH:25]=[CH:26][O:27][CH:28]=3)[CH2:10]1)=[O:7])[CH2:4][CH2:3]2.